The task is: Predict which catalyst facilitates the given reaction.. This data is from Catalyst prediction with 721,799 reactions and 888 catalyst types from USPTO. (1) Reactant: [Br:1][C:2]1[CH:9]=[CH:8][C:5]([CH:6]=[O:7])=[CH:4][C:3]=1[F:10].[CH3:11][Mg]Br. Product: [Br:1][C:2]1[CH:9]=[CH:8][C:5]([CH:6]([OH:7])[CH3:11])=[CH:4][C:3]=1[F:10]. The catalyst class is: 7. (2) Reactant: C([Mg]Cl)(C)C.[Cl:6][C:7]1[N:17]=[CH:16][C:15]2[O:14][CH2:13][CH2:12][N:11]3[C:18](I)=[C:19]([I:21])[N:20]=[C:10]3[C:9]=2[CH:8]=1.[NH4+].[Cl-]. Product: [Cl:6][C:7]1[N:17]=[CH:16][C:15]2[O:14][CH2:13][CH2:12][N:11]3[CH:18]=[C:19]([I:21])[N:20]=[C:10]3[C:9]=2[CH:8]=1. The catalyst class is: 7.